This data is from Full USPTO retrosynthesis dataset with 1.9M reactions from patents (1976-2016). The task is: Predict the reactants needed to synthesize the given product. (1) Given the product [CH3:1][O:2][C:3](=[O:12])[C:4]1[CH:9]=[CH:8][C:7]([O:23][C:16]2[CH:17]=[CH:18][CH:19]=[CH:20][C:15]=2[CH2:13][CH3:14])=[CH:6][C:5]=1[Br:11], predict the reactants needed to synthesize it. The reactants are: [CH3:1][O:2][C:3](=[O:12])[C:4]1[CH:9]=[CH:8][C:7](F)=[CH:6][C:5]=1[Br:11].[CH2:13]([C:15]1[CH:20]=[CH:19][C:18](O)=[CH:17][CH:16]=1)[CH3:14].C(=O)([O-])[O-:23].[K+].[K+].[Cl-].[NH4+]. (2) Given the product [Cl:18][C:19]1[CH:26]=[C:25]([Cl:27])[CH:24]=[CH:23][C:20]=1[CH2:21][N:6]1[CH:7]=[C:8]([CH2:9][CH2:10][C:11]([O:13][CH2:14][CH3:15])=[O:12])[C:4]([O:3][CH2:1][CH3:2])=[N:5]1, predict the reactants needed to synthesize it. The reactants are: [CH2:1]([O:3][C:4]1[C:8]([CH2:9][CH2:10][C:11]([O:13][CH2:14][CH3:15])=[O:12])=[CH:7][NH:6][N:5]=1)[CH3:2].[H-].[Na+].[Cl:18][C:19]1[CH:26]=[C:25]([Cl:27])[CH:24]=[CH:23][C:20]=1[CH2:21]Cl.O. (3) The reactants are: [NH2:1][C:2]1[CH:3]=[C:4]2[C:8](=[CH:9][CH:10]=1)[N:7]([C:11]1[CH:16]=[CH:15][C:14]([NH2:17])=[CH:13][CH:12]=1)[N:6]=[CH:5]2.[O:18]1[CH2:23][CH2:22][N:21]([C:24]2[CH:32]=[CH:31][C:27]([C:28]([O-:30])=O)=[CH:26][CH:25]=2)[CH2:20][CH2:19]1. Given the product [C:28]([NH:17][C:14]1[CH:15]=[CH:16][C:11]([N:7]2[C:8]3[C:4](=[CH:3][C:2]([NH:1][C:28](=[O:30])[C:27]4[CH:26]=[CH:25][C:24]([N:21]5[CH2:20][CH2:19][O:18][CH2:23][CH2:22]5)=[CH:32][CH:31]=4)=[CH:10][CH:9]=3)[CH:5]=[N:6]2)=[CH:12][CH:13]=1)(=[O:30])[CH:27]([CH3:31])[CH3:26], predict the reactants needed to synthesize it. (4) Given the product [O:11]=[C:4]1[C:5]2[C:10](=[CH:9][CH:8]=[CH:7][CH:6]=2)[C:2](=[O:1])[N:3]1[N:12]([CH2:21][CH3:22])[C:13](=[O:19])[O:14][C:15]([CH3:16])([CH3:18])[CH3:17], predict the reactants needed to synthesize it. The reactants are: [O:1]=[C:2]1[C:10]2[C:5](=[CH:6][CH:7]=[CH:8][CH:9]=2)[C:4](=[O:11])[N:3]1[NH:12][C:13](=[O:19])[O:14][C:15]([CH3:18])([CH3:17])[CH3:16].I[CH2:21][CH3:22].C(=O)([O-])[O-].[K+].[K+]. (5) Given the product [NH2:7][C@@H:8]([C:11]1[C:12]([F:35])=[C:13]([C:14]([Cl:17])=[CH:15][CH:16]=1)[C:18]([C:19]1[CH:20]=[CH:21][C:22]([CH2:25][O:26][C:48](=[O:49])[CH3:43])=[CH:23][CH:24]=1)=[O:34])[CH2:9][CH3:10], predict the reactants needed to synthesize it. The reactants are: C(OC(=O)[NH:7][C@@H:8]([C:11]1[CH:16]=[CH:15][C:14]([Cl:17])=[C:13]([C:18](=[O:34])[C:19]2[CH:24]=[CH:23][C:22]([C:25](C)(C)[O:26][SiH2]C(C)(C)C)=[CH:21][CH:20]=2)[C:12]=1[F:35])[CH2:9][CH3:10])(C)(C)C.N[C@@H](C1C(F)=[C:43]([C:48](C2C=CC(CO)=CC=2)=[O:49])C(Cl)=CC=1)CC.